Dataset: Catalyst prediction with 721,799 reactions and 888 catalyst types from USPTO. Task: Predict which catalyst facilitates the given reaction. (1) Reactant: C(N(CC)C(C)C)(C)C.[Cl:10][C:11]1[CH:33]=[CH:32][C:14]([CH2:15][NH:16][C:17]([C:19]2[C:20](=[O:31])[C:21]3[CH:28]=[C:27]([CH2:29]Cl)[O:26][C:22]=3[N:23]([CH3:25])[CH:24]=2)=[O:18])=[CH:13][CH:12]=1.[OH:34][CH:35]([C:39]1[S:43][C:42]([C:44]#[N:45])=[CH:41][CH:40]=1)[CH2:36][NH:37][CH3:38].O. Product: [Cl:10][C:11]1[CH:33]=[CH:32][C:14]([CH2:15][NH:16][C:17]([C:19]2[C:20](=[O:31])[C:21]3[CH:28]=[C:27]([CH2:29][N:37]([CH2:36][CH:35]([C:39]4[S:43][C:42]([C:44]#[N:45])=[CH:41][CH:40]=4)[OH:34])[CH3:38])[O:26][C:22]=3[N:23]([CH3:25])[CH:24]=2)=[O:18])=[CH:13][CH:12]=1. The catalyst class is: 3. (2) Reactant: C([O:3][C:4](=[O:30])[CH2:5][C:6]1[C:7]([CH3:29])=[C:8]([S:16][C:17]2[CH:22]=[CH:21][C:20]([NH:23][S:24]([CH2:27][CH3:28])(=[O:26])=[O:25])=[CH:19][CH:18]=2)[N:9]2[C:14]=1[CH:13]=[CH:12][C:11]([F:15])=[CH:10]2)C.[OH-].[Na+]. Product: [CH2:27]([S:24]([NH:23][C:20]1[CH:19]=[CH:18][C:17]([S:16][C:8]2[N:9]3[C:14]([CH:13]=[CH:12][C:11]([F:15])=[CH:10]3)=[C:6]([CH2:5][C:4]([OH:30])=[O:3])[C:7]=2[CH3:29])=[CH:22][CH:21]=1)(=[O:25])=[O:26])[CH3:28]. The catalyst class is: 5. (3) Reactant: [NH2:1][CH2:2][C@H:3]1[N:8]([C:9]([O:11][CH2:12][C:13]2[CH:18]=[CH:17][CH:16]=[CH:15][CH:14]=2)=[O:10])[CH2:7][C@@H:6]2[C@H:4]1[CH2:5]2.C(N(CC)CC)C.Cl[C:27]1[O:28][C:29]2[CH:35]=[CH:34][CH:33]=[CH:32][C:30]=2[N:31]=1. Product: [O:28]1[C:29]2[CH:35]=[CH:34][CH:33]=[CH:32][C:30]=2[N:31]=[C:27]1[NH:1][CH2:2][C@H:3]1[N:8]([C:9]([O:11][CH2:12][C:13]2[CH:18]=[CH:17][CH:16]=[CH:15][CH:14]=2)=[O:10])[CH2:7][C@@H:6]2[C@H:4]1[CH2:5]2. The catalyst class is: 508. (4) Reactant: [F:1][C:2]1[CH:3]=[C:4]([CH2:9][C@H:10]([NH:14][C:15](=[O:21])[O:16][C:17]([CH3:20])([CH3:19])[CH3:18])[C@H:11]2[CH2:13][O:12]2)[CH:5]=[C:6]([F:8])[CH:7]=1.[I:22][C:23]1[CH:24]=[C:25]2[C:30](=[CH:31][CH:32]=1)[O:29][CH2:28][CH2:27][CH:26]2[NH2:33]. Product: [F:1][C:2]1[CH:3]=[C:4]([CH:5]=[C:6]([F:8])[CH:7]=1)[CH2:9][C@H:10]([NH:14][C:15](=[O:21])[O:16][C:17]([CH3:20])([CH3:19])[CH3:18])[C@H:11]([OH:12])[CH2:13][NH:33][CH:26]1[C:25]2[C:30](=[CH:31][CH:32]=[C:23]([I:22])[CH:24]=2)[O:29][CH2:28][CH2:27]1. The catalyst class is: 32. (5) Reactant: [Br:1][C:2]1[CH:11]=[C:10]2[C:5]([C:6](Cl)=[CH:7][CH:8]=[N:9]2)=[CH:4][CH:3]=1.C[O-].[Na+].[O:16]1CCOC[CH2:17]1. Product: [Br:1][C:2]1[CH:11]=[C:10]2[C:5]([C:6]([O:16][CH3:17])=[CH:7][CH:8]=[N:9]2)=[CH:4][CH:3]=1. The catalyst class is: 5. (6) Reactant: CON(C)[C:4]([C:6]1[C:14]2[C:9](=[CH:10][CH:11]=[C:12]([O:15][CH3:16])[CH:13]=2)[N:8]([S:17]([C:20]2[CH:26]=[CH:25][C:23](C)=[CH:22][CH:21]=2)(=[O:19])=[O:18])[N:7]=1)=[O:5].[H-].[H-].[H-].[H-].[Li+].[Al+3]. Product: [CH3:16][O:15][C:12]1[CH:13]=[C:14]2[C:9](=[CH:10][CH:11]=1)[N:8]([S:17]([C:20]1[CH:26]=[CH:25][CH:23]=[CH:22][CH:21]=1)(=[O:19])=[O:18])[N:7]=[C:6]2[CH:4]=[O:5]. The catalyst class is: 1. (7) Reactant: Br[CH2:2][CH2:3][O:4][CH2:5][CH2:6][O:7][C:8]1[CH:17]=[C:16]2[C:11]([C:12]([O:18][C:19]3[C:20]([F:29])=[C:21]4[C:25](=[CH:26][CH:27]=3)[NH:24][C:23]([CH3:28])=[CH:22]4)=[N:13][CH:14]=[N:15]2)=[CH:10][C:9]=1[O:30][CH3:31].[C:32]([N:35]1[CH2:40][CH2:39][NH:38][CH2:37][CH2:36]1)(=[O:34])[CH3:33]. Product: [C:32]([N:35]1[CH2:40][CH2:39][N:38]([CH2:2][CH2:3][O:4][CH2:5][CH2:6][O:7][C:8]2[CH:17]=[C:16]3[C:11]([C:12]([O:18][C:19]4[C:20]([F:29])=[C:21]5[C:25](=[CH:26][CH:27]=4)[NH:24][C:23]([CH3:28])=[CH:22]5)=[N:13][CH:14]=[N:15]3)=[CH:10][C:9]=2[O:30][CH3:31])[CH2:37][CH2:36]1)(=[O:34])[CH3:33]. The catalyst class is: 42. (8) Reactant: [F:1][C:2]1[C:3]([OH:10])=[C:4]([CH:7]=[CH:8][CH:9]=1)[CH:5]=[O:6].C(Cl)Cl.N1C=CC=CC=1.[N:20]1([C:26](Cl)=[O:27])[CH2:25][CH2:24][O:23][CH2:22][CH2:21]1. Product: [N:20]1([C:26]([O:10][C:3]2[C:4]([CH:5]=[O:6])=[CH:7][CH:8]=[CH:9][C:2]=2[F:1])=[O:27])[CH2:25][CH2:24][O:23][CH2:22][CH2:21]1. The catalyst class is: 6. (9) Reactant: [CH:1]1([NH2:4])[CH2:3][CH2:2]1.[OH:5][C:6]([C:8]([F:11])([F:10])[F:9])=[O:7].[CH2:12]([N:19]1[CH2:28][CH2:27][C:26]2[C:21](=[N:22][C:23](Cl)=[C:24]([N:29]3[CH2:34][CH2:33][CH:32]([CH:35]([C:37]4[CH:42]=[CH:41][C:40]([F:43])=[CH:39][C:38]=4[F:44])[F:36])[CH2:31][CH2:30]3)[N:25]=2)[CH2:20]1)[C:13]1[CH:18]=[CH:17][CH:16]=[CH:15][CH:14]=1.CC(C)([O-])C.[Na+]. Product: [CH2:12]([N:19]1[CH2:28][CH2:27][C:26]2[C:21](=[N:22][C:23]([NH:4][CH:1]3[CH2:3][CH2:2]3)=[C:24]([N:29]3[CH2:34][CH2:33][CH:32]([CH:35]([C:37]4[CH:42]=[CH:41][C:40]([F:43])=[CH:39][C:38]=4[F:44])[F:36])[CH2:31][CH2:30]3)[N:25]=2)[CH2:20]1)[C:13]1[CH:18]=[CH:17][CH:16]=[CH:15][CH:14]=1.[C:6]([OH:7])([C:8]([F:11])([F:10])[F:9])=[O:5]. The catalyst class is: 733.